This data is from Full USPTO retrosynthesis dataset with 1.9M reactions from patents (1976-2016). The task is: Predict the reactants needed to synthesize the given product. (1) Given the product [C:29]([O:17][NH:16][C:14](=[O:15])[CH2:13][CH:12]([N:3]1[C:4](=[O:11])[C:5]2[C:10](=[CH:9][CH:8]=[CH:7][CH:6]=2)[C:2]1=[O:1])[C:18]1[CH:23]=[CH:22][C:21]([O:24][CH3:25])=[C:20]([O:26][CH2:27][CH3:28])[CH:19]=1)(=[O:32])[CH2:30][CH3:31], predict the reactants needed to synthesize it. The reactants are: [O:1]=[C:2]1[C:10]2[C:5](=[CH:6][CH:7]=[CH:8][CH:9]=2)[C:4](=[O:11])[N:3]1[CH:12]([C:18]1[CH:23]=[CH:22][C:21]([O:24][CH3:25])=[C:20]([O:26][CH2:27][CH3:28])[CH:19]=1)[CH2:13][C:14]([NH:16][OH:17])=[O:15].[C:29](O[C:29](=[O:32])[CH2:30][CH3:31])(=[O:32])[CH2:30][CH3:31]. (2) The reactants are: [Cl:1][C@H:2]1[CH2:6][N:5](C(OCC2C3C=CC=CC=3C3C2=CC=CC=3)=O)[C@@H:4]2[C@@H:24]([OH:27])[CH2:25][O:26][C@H:3]12.Cl[C@H]1CN(C(OCC2C=CC=CC=2)=O)[C@@H]2[C@@H](O)CO[C@H]12.[H][H]. Given the product [Cl:1][C@H:2]1[CH2:6][NH:5][C@@H:4]2[C@@H:24]([OH:27])[CH2:25][O:26][C@H:3]12, predict the reactants needed to synthesize it. (3) The reactants are: [CH2:1]([N:3]1[C:7]([C:8]2[CH:13]=[CH:12][N:11]=[CH:10][CH:9]=2)=[N:6][NH:5][C:4]1=S)[CH3:2]. Given the product [CH2:1]([N:3]1[CH:4]=[N:5][N:6]=[C:7]1[C:8]1[CH:13]=[CH:12][N:11]=[CH:10][CH:9]=1)[CH3:2], predict the reactants needed to synthesize it. (4) The reactants are: Cl[C:2]1[NH:11][C:10](=[O:12])[C:9]2[C:4](=[CH:5][C:6]([O:15][CH3:16])=[C:7]([O:13][CH3:14])[CH:8]=2)[N:3]=1.[CH2:17]1[C:26]2[C:21](=[C:22]([C:27]3[CH:28]=[N:29][CH:30]=[CH:31][C:32]=3[NH2:33])[CH:23]=[CH:24][CH:25]=2)[CH2:20][CH2:19][NH:18]1. Given the product [NH2:33][C:32]1[CH:31]=[CH:30][N:29]=[CH:28][C:27]=1[C:22]1[CH:23]=[CH:24][CH:25]=[C:26]2[C:21]=1[CH2:20][CH2:19][N:18]([C:2]1[NH:11][C:10](=[O:12])[C:9]3[C:4](=[CH:5][C:6]([O:15][CH3:16])=[C:7]([O:13][CH3:14])[CH:8]=3)[N:3]=1)[CH2:17]2, predict the reactants needed to synthesize it.